The task is: Predict the reactants needed to synthesize the given product.. This data is from Full USPTO retrosynthesis dataset with 1.9M reactions from patents (1976-2016). (1) The reactants are: [CH3:1][C:2]1([CH3:23])[O:7][C:6](=[O:8])[C:5]2[CH:9]=[CH:10][C:11]([O:13]C3C=CC(C=O)=CC=3F)=[CH:12][C:4]=2[O:3]1.CC(C)CCN.C(O[BH-](OC(=O)C)OC(=O)C)(=O)C.[Na+].[OH-].[K+]. Given the product [OH:13][C:11]1[CH:10]=[CH:9][C:5]2[C:6](=[O:8])[O:7][C:2]([CH3:1])([CH3:23])[O:3][C:4]=2[CH:12]=1, predict the reactants needed to synthesize it. (2) Given the product [Br:20][C:10]1[S:11][C:3]2[C:2]([Cl:1])=[N:7][C:6]([CH3:8])=[N:5][C:4]=2[CH:9]=1, predict the reactants needed to synthesize it. The reactants are: [Cl:1][C:2]1[C:3]2[S:11][CH:10]=[CH:9][C:4]=2[N:5]=[C:6]([CH3:8])[N:7]=1.C([N-]C(C)C)(C)C.[Li+].[Br:20]C(F)(F)C(Br)(F)F.